Dataset: Full USPTO retrosynthesis dataset with 1.9M reactions from patents (1976-2016). Task: Predict the reactants needed to synthesize the given product. (1) Given the product [CH2:15]([O:17][C:18](=[O:29])[CH:19]([O:20][C:21]1[CH:26]=[CH:25][CH:24]=[C:23]([O:27][CH3:28])[CH:22]=1)[C:9](=[O:10])[C:8]([O:7][CH2:5][CH3:6])=[O:14])[CH3:16], predict the reactants needed to synthesize it. The reactants are: [O-]CC.[Na+].[CH2:5]([O:7][C:8](=[O:14])[C:9](OCC)=[O:10])[CH3:6].[CH2:15]([O:17][C:18](=[O:29])[CH2:19][O:20][C:21]1[CH:26]=[CH:25][CH:24]=[C:23]([O:27][CH3:28])[CH:22]=1)[CH3:16].Cl. (2) Given the product [Br:1][C:2]1[CH:3]=[C:4]([CH:9]=[C:10]([CH:13]=[O:18])[C:11]=1[CH3:12])[C:5]([O:7][CH3:8])=[O:6], predict the reactants needed to synthesize it. The reactants are: [Br:1][C:2]1[CH:3]=[C:4]([CH:9]=[C:10](/[CH:13]=C/COC)[C:11]=1[CH3:12])[C:5]([O:7][CH3:8])=[O:6].[O:18]=[O+][O-].C1(P(C2C=CC=CC=2)C2C=CC=CC=2)C=CC=CC=1. (3) Given the product [CH3:25][N:23]([CH3:24])[S:22]([N:10]1[C:9]([C:7](=[O:8])[CH3:1])=[CH:13][C:12]([CH2:14][O:15][C:16]2[CH:17]=[CH:18][CH:19]=[CH:20][CH:21]=2)=[N:11]1)(=[O:26])=[O:27], predict the reactants needed to synthesize it. The reactants are: [CH3:1][Mg]Br.CON(C)[C:7]([C:9]1[N:10]([S:22](=[O:27])(=[O:26])[N:23]([CH3:25])[CH3:24])[N:11]=[C:12]([CH2:14][O:15][C:16]2[CH:21]=[CH:20][CH:19]=[CH:18][CH:17]=2)[CH:13]=1)=[O:8]. (4) Given the product [C:35]([C:34]1[CH:38]=[CH:39][C:31]([NH:30][C:28]([C@H:9]2[C@H:8]([C:4]3[CH:5]=[CH:6][CH:7]=[C:2]([Cl:1])[C:3]=3[F:42])[C@:12]([C:15]3[CH:20]=[CH:19][C:18]([Cl:21])=[CH:17][C:16]=3[F:22])([C:13]#[N:14])[C@H:11]([CH2:23][C:24]([CH3:26])([CH3:25])[CH3:27])[NH:10]2)=[O:29])=[C:32]([O:40][CH3:41])[CH:33]=1)(=[O:36])[NH2:45], predict the reactants needed to synthesize it. The reactants are: [Cl:1][C:2]1[C:3]([F:42])=[C:4]([C@@H:8]2[C@:12]([C:15]3[CH:20]=[CH:19][C:18]([Cl:21])=[CH:17][C:16]=3[F:22])([C:13]#[N:14])[C@H:11]([CH2:23][C:24]([CH3:27])([CH3:26])[CH3:25])[NH:10][C@H:9]2[C:28]([NH:30][C:31]2[CH:39]=[CH:38][C:34]([C:35](O)=[O:36])=[CH:33][C:32]=2[O:40][CH3:41])=[O:29])[CH:5]=[CH:6][CH:7]=1.CC[N:45](C(C)C)C(C)C.CN(C(ON1N=NC2C=CC=NC1=2)=[N+](C)C)C.F[P-](F)(F)(F)(F)F.N. (5) Given the product [CH3:4][C:3]1[CH:2]=[C:18]2[N:17]([CH:6]=1)[CH:16]=[C:15]([C:14]#[N:21])[CH:20]=[CH:19]2, predict the reactants needed to synthesize it. The reactants are: Br[CH2:2][C:3](=O)[CH3:4].[C:6](#N)C.C(=O)([O-])O.[Na+].[C:14](#[N:21])[C:15]1[CH:20]=[CH:19][CH:18]=[N:17][CH:16]=1. (6) Given the product [OH:1][C:2]1([C:8]2[CH:13]=[CH:12][CH:11]=[CH:10][CH:9]=2)[CH2:7][CH2:6][N:5]([C:23]2[CH:24]=[CH:25][C:20]([C:19]([O:18][C:14]([CH3:15])([CH3:16])[CH3:17])=[O:27])=[CH:21][CH:22]=2)[CH2:4][CH2:3]1, predict the reactants needed to synthesize it. The reactants are: [OH:1][C:2]1([C:8]2[CH:13]=[CH:12][CH:11]=[CH:10][CH:9]=2)[CH2:7][CH2:6][NH:5][CH2:4][CH2:3]1.[C:14]([O:18][C:19](=[O:27])[C:20]1[CH:25]=[CH:24][C:23](F)=[CH:22][CH:21]=1)([CH3:17])([CH3:16])[CH3:15].C(=O)([O-])[O-].[K+].[K+]. (7) The reactants are: [Cl:1][C:2]1[C:3]([O:13][CH2:14][CH2:15][CH2:16][CH:17]=O)=[N:4][C:5]2[NH:6][C:7](=[O:12])[CH2:8][CH2:9][C:10]=2[CH:11]=1.Cl.[C:20]1([N:30]2[CH2:35][CH2:34][NH:33][CH2:32][CH2:31]2)[C:29]2[C:24](=[CH:25][CH:26]=[CH:27][CH:28]=2)[CH:23]=[CH:22][CH:21]=1.CCN(CC)CC.[BH-](OC(C)=O)(OC(C)=O)OC(C)=O.[Na+]. Given the product [Cl:1][C:2]1[CH:11]=[C:10]2[C:5](=[N:4][C:3]=1[O:13][CH2:14][CH2:15][CH2:16][CH2:17][N:33]1[CH2:32][CH2:31][N:30]([C:20]3[C:29]4[C:24](=[CH:25][CH:26]=[CH:27][CH:28]=4)[CH:23]=[CH:22][CH:21]=3)[CH2:35][CH2:34]1)[NH:6][C:7](=[O:12])[CH2:8][CH2:9]2, predict the reactants needed to synthesize it. (8) Given the product [CH3:19][C:5]1[N:4]([CH2:3][CH:2]([O:1][C:23]2[CH:22]=[N:21][CH:26]=[CH:25][CH:24]=2)[CH3:20])[C:12]2[C:7]([CH:6]=1)=[C:8]([C:15]([F:18])([F:16])[F:17])[C:9]([C:13]#[N:14])=[CH:10][CH:11]=2, predict the reactants needed to synthesize it. The reactants are: [OH:1][CH:2]([CH3:20])[CH2:3][N:4]1[C:12]2[C:7](=[C:8]([C:15]([F:18])([F:17])[F:16])[C:9]([C:13]#[N:14])=[CH:10][CH:11]=2)[CH:6]=[C:5]1[CH3:19].[N:21]1[CH:26]=[CH:25][CH:24]=[C:23](O)[CH:22]=1.